From a dataset of Forward reaction prediction with 1.9M reactions from USPTO patents (1976-2016). Predict the product of the given reaction. (1) Given the reactants [CH2:1]([C@H:8]([NH:33][C:34](=[O:46])[C@@H:35]([N:39]1[CH2:44][CH2:43][CH2:42][NH:41][C:40]1=[O:45])[CH:36]([CH3:38])[CH3:37])[CH2:9][C@H:10]([OH:32])[C@@H:11]([NH:19][C:20](=[O:31])[CH2:21][O:22][C:23]1[C:28]([CH3:29])=[CH:27][CH:26]=[CH:25][C:24]=1[CH3:30])[CH2:12][C:13]1[CH:18]=[CH:17][CH:16]=[CH:15][CH:14]=1)[C:2]1[CH:7]=[CH:6][CH:5]=[CH:4][CH:3]=1.[CH2:47]([O:54][P:55]([O:65][CH2:66][C:67]([CH3:73])([CH3:72])[CH2:68][C:69](O)=[O:70])([O:57][CH2:58][C:59]1[CH:64]=[CH:63][CH:62]=[CH:61][CH:60]=1)=[O:56])[C:48]1[CH:53]=[CH:52][CH:51]=[CH:50][CH:49]=1.CCN=C=NCCCN(C)C, predict the reaction product. The product is: [CH2:58]([O:57][P:55]([O:65][CH2:66][C:67]([CH3:73])([CH3:72])[CH2:68][C:69]([O:32][C@H:10]([C@@H:11]([NH:19][C:20](=[O:31])[CH2:21][O:22][C:23]1[C:24]([CH3:30])=[CH:25][CH:26]=[CH:27][C:28]=1[CH3:29])[CH2:12][C:13]1[CH:14]=[CH:15][CH:16]=[CH:17][CH:18]=1)[CH2:9][C@@H:8]([NH:33][C:34](=[O:46])[C@@H:35]([N:39]1[CH2:44][CH2:43][CH2:42][NH:41][C:40]1=[O:45])[CH:36]([CH3:38])[CH3:37])[CH2:1][C:2]1[CH:7]=[CH:6][CH:5]=[CH:4][CH:3]=1)=[O:70])([O:54][CH2:47][C:48]1[CH:53]=[CH:52][CH:51]=[CH:50][CH:49]=1)=[O:56])[C:59]1[CH:64]=[CH:63][CH:62]=[CH:61][CH:60]=1. (2) Given the reactants [C:1]([CH2:4][CH2:5][C:6]1[C:7]([CH3:13])=[C:8]([CH:11]=O)[NH:9][CH:10]=1)([OH:3])=[O:2].[CH2:14]([O:16][C:17]1[CH:18]=[C:19]([C:23]2[CH:31]=[C:30]3[C:26]([CH2:27][C:28](=[O:32])[NH:29]3)=[CH:25][CH:24]=2)[CH:20]=[CH:21][CH:22]=1)[CH3:15], predict the reaction product. The product is: [CH2:14]([O:16][C:17]1[CH:18]=[C:19]([C:23]2[CH:31]=[C:30]3[C:26]([C:27](=[CH:11][C:8]4[NH:9][CH:10]=[C:6]([CH2:5][CH2:4][C:1]([OH:3])=[O:2])[C:7]=4[CH3:13])[C:28](=[O:32])[NH:29]3)=[CH:25][CH:24]=2)[CH:20]=[CH:21][CH:22]=1)[CH3:15].